The task is: Predict the reactants needed to synthesize the given product.. This data is from Full USPTO retrosynthesis dataset with 1.9M reactions from patents (1976-2016). (1) The reactants are: [Cl:1][C:2]1[S:3][CH:4]=[CH:5][CH:6]=1.[Cl:7][C:8]1[N:13]=[CH:12][CH:11]=[CH:10][N:9]=1. Given the product [Cl:7][C:8]1[N:13]=[C:12]([C:4]2[S:3][C:2]([Cl:1])=[CH:6][CH:5]=2)[CH:11]=[CH:10][N:9]=1, predict the reactants needed to synthesize it. (2) The reactants are: [CH3:1][O:2][C:3]1[CH:4]=[C:5]2[C:10](=[CH:11][C:12]=1[O:13][CH3:14])[N:9]=[CH:8][CH:7]=[C:6]2[O:15][C:16]1[CH:22]=[CH:21][C:19]([NH2:20])=[C:18]([CH3:23])[C:17]=1[CH3:24].[CH3:25][O:26][C:27]1[CH:32]=[CH:31][C:30]([N:33]=[C:34]=[O:35])=[CH:29][CH:28]=1. Given the product [CH3:1][O:2][C:3]1[CH:4]=[C:5]2[C:10](=[CH:11][C:12]=1[O:13][CH3:14])[N:9]=[CH:8][CH:7]=[C:6]2[O:15][C:16]1[CH:22]=[CH:21][C:19]([NH:20][C:34]([NH:33][C:30]2[CH:31]=[CH:32][C:27]([O:26][CH3:25])=[CH:28][CH:29]=2)=[O:35])=[C:18]([CH3:23])[C:17]=1[CH3:24], predict the reactants needed to synthesize it. (3) Given the product [CH3:2][O:3][C:4]1[NH:5][C:22](=[O:27])[C:23]([NH:24][C:20](=[O:21])[CH2:13][C:14]2[CH:19]=[CH:18][CH:17]=[CH:16][CH:15]=2)=[CH:25][N:6]=1, predict the reactants needed to synthesize it. The reactants are: Cl.[CH3:2][O:3][C:4](=[NH:6])[NH2:5].C[O-].[Na+].C(#N)C.[CH2:13]([C:20]1[O:21][C:22](=[O:27])[C:23](=[CH:25]O)[N:24]=1)[C:14]1[CH:19]=[CH:18][CH:17]=[CH:16][CH:15]=1. (4) Given the product [CH3:1][O:2][C:3]([C:5]1[CH:10]=[C:9]([Br:11])[C:8](=[O:12])[N:7]([CH2:13][CH:14]2[CH2:19][CH2:18][CH2:17][CH2:16][CH2:15]2)[C:6]=1[CH2:20][N:26]([CH2:25][C:24]([O:23][CH3:22])=[O:37])[S:27]([C:30]1[CH:31]=[CH:32][C:33]([CH3:36])=[CH:34][CH:35]=1)(=[O:29])=[O:28])=[O:4], predict the reactants needed to synthesize it. The reactants are: [CH3:1][O:2][C:3]([C:5]1[CH:10]=[C:9]([Br:11])[C:8](=[O:12])[N:7]([CH2:13][CH:14]2[CH2:19][CH2:18][CH2:17][CH2:16][CH2:15]2)[C:6]=1[CH2:20]Br)=[O:4].[CH3:22][O:23][C:24](=[O:37])[CH2:25][NH:26][S:27]([C:30]1[CH:35]=[CH:34][C:33]([CH3:36])=[CH:32][CH:31]=1)(=[O:29])=[O:28].[I-].[Na+].C(=O)([O-])[O-].[K+].[K+].